From a dataset of Full USPTO retrosynthesis dataset with 1.9M reactions from patents (1976-2016). Predict the reactants needed to synthesize the given product. Given the product [OH:24][C@H:21]1[CH2:22][CH2:23][C@H:18]([NH:17][C:14]2[CH:15]=[CH:16][C:11]3[N:12]([C:8]([C:6]4[CH:5]=[CH:4][N:3]=[C:2]([C:26]#[N:27])[CH:7]=4)=[CH:9][N:10]=3)[N:13]=2)[CH2:19][CH2:20]1, predict the reactants needed to synthesize it. The reactants are: Cl[C:2]1[CH:7]=[C:6]([C:8]2[N:12]3[N:13]=[C:14]([NH:17][C@H:18]4[CH2:23][CH2:22][C@H:21]([OH:24])[CH2:20][CH2:19]4)[CH:15]=[CH:16][C:11]3=[N:10][CH:9]=2)[CH:5]=[CH:4][N:3]=1.O.[CH3:26][N:27](C)C=O.